Predict the reactants needed to synthesize the given product. From a dataset of Full USPTO retrosynthesis dataset with 1.9M reactions from patents (1976-2016). (1) Given the product [Cl:14][C:15]1[CH:16]=[C:17]([CH:20]=[C:21]([C:23]2[CH:28]=[C:27]([C:7]3[CH:12]=[CH:11][C:10]([F:13])=[CH:9][N:8]=3)[N:26]=[CH:25][N:24]=2)[CH:22]=1)[C:18]#[N:19], predict the reactants needed to synthesize it. The reactants are: C([Mg]Cl)(C)C.Br[C:7]1[CH:12]=[CH:11][C:10]([F:13])=[CH:9][N:8]=1.[Cl:14][C:15]1[CH:16]=[C:17]([CH:20]=[C:21]([C:23]2[CH:28]=[C:27](Cl)[N:26]=[CH:25][N:24]=2)[CH:22]=1)[C:18]#[N:19]. (2) Given the product [C:16]([C@@H:19]1[CH2:24][CH2:23][CH2:22][CH2:21][C@H:20]1[NH:25][C:26](=[O:32])[O:27][C:28]([CH3:30])([CH3:29])[CH3:31])#[N:17], predict the reactants needed to synthesize it. The reactants are: CC[N+](S(N=C(OC)[O-])(=O)=O)(CC)CC.[C:16]([C@@H:19]1[CH2:24][CH2:23][CH2:22][CH2:21][C@H:20]1[NH:25][C:26](=[O:32])[O:27][C:28]([CH3:31])([CH3:30])[CH3:29])(=O)[NH2:17]. (3) Given the product [C:1]1([CH:7]([C:11]2[CH:12]=[CH:3][CH:2]=[CH:1][CH:6]=2)[C:8]([N:14]([CH3:13])[C@H:15]2[CH2:34][N:19]3[C:20]4[C:25]([C:26]([CH2:27][C:28]([OH:30])=[O:29])=[C:18]3[CH2:17][CH2:16]2)=[CH:24][CH:23]=[CH:22][CH:21]=4)=[O:9])[CH:6]=[CH:5][CH:4]=[CH:3][CH:2]=1, predict the reactants needed to synthesize it. The reactants are: [C:1]1([CH:7]([CH2:11][CH3:12])[C:8](Cl)=[O:9])[CH:6]=[CH:5][CH:4]=[CH:3][CH:2]=1.[CH3:13][NH:14][C@H:15]1[CH2:34][N:19]2[C:20]3[C:25]([C:26]([CH2:27][C:28]([O:30]CCC)=[O:29])=[C:18]2[CH2:17][CH2:16]1)=[CH:24][CH:23]=[CH:22][CH:21]=3. (4) Given the product [NH2:13][C:8]1[CH:9]=[CH:10][CH:11]=[C:12]2[C:7]=1[CH:6]=[N:5][CH:4]=[C:3]2[C:1]#[C:2][C:15]1[CH:16]=[C:17]([NH:22][C:23](=[O:42])[C:24]2[CH:29]=[CH:28][C:27]([CH2:30][N:31]3[CH2:32][CH2:33][N:34]([CH3:37])[CH2:35][CH2:36]3)=[C:26]([C:38]([F:39])([F:40])[F:41])[CH:25]=2)[CH:18]=[CH:19][C:20]=1[CH3:21], predict the reactants needed to synthesize it. The reactants are: [C:1]([C:3]1[C:12]2[C:7](=[C:8]([NH2:13])[CH:9]=[CH:10][CH:11]=2)[CH:6]=[N:5][CH:4]=1)#[CH:2].I[C:15]1[CH:16]=[C:17]([NH:22][C:23](=[O:42])[C:24]2[CH:29]=[CH:28][C:27]([CH2:30][N:31]3[CH2:36][CH2:35][N:34]([CH3:37])[CH2:33][CH2:32]3)=[C:26]([C:38]([F:41])([F:40])[F:39])[CH:25]=2)[CH:18]=[CH:19][C:20]=1[CH3:21]. (5) Given the product [C:27]([C:26]1[CH:30]=[C:22]([C:21]2[C:16]([C@@H:6]([NH:5][C:3](=[O:4])[CH2:2][N:32]3[C:36]4[CH2:37][O:38][CH2:39][C:35]=4[C:34]([C:40]([O:42][CH3:43])=[O:41])=[N:33]3)[CH2:7][C:8]3[CH:13]=[C:12]([F:14])[CH:11]=[C:10]([F:15])[CH:9]=3)=[N:17][CH:18]=[CH:19][CH:20]=2)[CH:23]=[CH:24][C:25]=1[F:31])(=[O:28])[NH2:29], predict the reactants needed to synthesize it. The reactants are: Cl[CH2:2][C:3]([NH:5][C@H:6]([C:16]1[C:21]([C:22]2[CH:23]=[CH:24][C:25]([F:31])=[C:26]([CH:30]=2)[C:27]([NH2:29])=[O:28])=[CH:20][CH:19]=[CH:18][N:17]=1)[CH2:7][C:8]1[CH:13]=[C:12]([F:14])[CH:11]=[C:10]([F:15])[CH:9]=1)=[O:4].[NH:32]1[C:36]2[CH2:37][O:38][CH2:39][C:35]=2[C:34]([C:40]([O:42][CH3:43])=[O:41])=[N:33]1.